Dataset: Forward reaction prediction with 1.9M reactions from USPTO patents (1976-2016). Task: Predict the product of the given reaction. (1) Given the reactants Br[C:2]1[CH:3]=[C:4]2[C:8](=[C:9]([F:11])[CH:10]=1)[NH:7][C:6](=[O:12])[C:5]2([CH3:14])[CH3:13].[CH3:15][N:16]1[C:20]([C:21]#[N:22])=[CH:19][CH:18]=[C:17]1B(O)O.[F-].[K+], predict the reaction product. The product is: [F:11][C:9]1[CH:10]=[C:2]([C:17]2[N:16]([CH3:15])[C:20]([C:21]#[N:22])=[CH:19][CH:18]=2)[CH:3]=[C:4]2[C:8]=1[NH:7][C:6](=[O:12])[C:5]2([CH3:14])[CH3:13]. (2) The product is: [CH:31]1([CH2:30][NH:29][S:26]([C:23]2[CH:22]=[CH:21][C:20]([NH:19][C:2]3[N:7]=[C:6]([N:8]4[C:17]5[C:12](=[CH:13][C:14]([OH:18])=[CH:15][CH:16]=5)[CH2:11][CH2:10][CH2:9]4)[CH:5]=[CH:4][N:3]=3)=[CH:25][CH:24]=2)(=[O:28])=[O:27])[CH2:32][CH2:33]1. Given the reactants Cl[C:2]1[N:7]=[C:6]([N:8]2[C:17]3[C:12](=[CH:13][C:14]([OH:18])=[CH:15][CH:16]=3)[CH2:11][CH2:10][CH2:9]2)[CH:5]=[CH:4][N:3]=1.[NH2:19][C:20]1[CH:25]=[CH:24][C:23]([S:26]([NH:29][CH2:30][CH:31]2[CH2:33][CH2:32]2)(=[O:28])=[O:27])=[CH:22][CH:21]=1.C1(C)C=CC(S(O)(=O)=O)=CC=1, predict the reaction product. (3) Given the reactants [CH3:1][C:2]1[CH:3]=[C:4]([CH3:16])[C:5]2[O:10][CH:9]([CH2:11][CH2:12][CH3:13])[C:8](=[O:14])[NH:7][C:6]=2[CH:15]=1.C(=O)([O-])[O-].[K+].[K+].[C:23]([O:27][CH3:28])(=[O:26])[CH:24]=[CH2:25].C(OCC)(=O)C, predict the reaction product. The product is: [CH3:28][O:27][C:23](=[O:26])[CH2:24][CH2:25][N:7]1[C:6]2[CH:15]=[C:2]([CH3:1])[CH:3]=[C:4]([CH3:16])[C:5]=2[O:10][CH:9]([CH2:11][CH2:12][CH3:13])[C:8]1=[O:14]. (4) The product is: [Cl:9][C:6]1[N:5]=[CH:4][C:3]([C:10]([N:12]2[CH2:17][CH2:16][CH:15]([C:18]3[CH:23]=[CH:22][C:21]([F:24])=[CH:20][CH:19]=3)[CH2:14][CH2:13]2)=[O:11])=[C:2]([NH:29][C:28]2[CH:30]=[CH:31][CH:32]=[C:26]([F:25])[CH:27]=2)[C:7]=1[CH3:8]. Given the reactants Cl[C:2]1[C:7]([CH3:8])=[C:6]([Cl:9])[N:5]=[CH:4][C:3]=1[C:10]([N:12]1[CH2:17][CH2:16][CH:15]([C:18]2[CH:23]=[CH:22][C:21]([F:24])=[CH:20][CH:19]=2)[CH2:14][CH2:13]1)=[O:11].[F:25][C:26]1[CH:27]=[C:28]([CH:30]=[CH:31][CH:32]=1)[NH2:29], predict the reaction product.